From a dataset of Full USPTO retrosynthesis dataset with 1.9M reactions from patents (1976-2016). Predict the reactants needed to synthesize the given product. (1) Given the product [C:24]([NH:1][C:2]1[CH:3]=[C:4]([CH:21]=[CH:22][CH:23]=1)[CH2:5][N:6]1[CH:14]=[N:13][C:12]2[C:7]1=[N:8][C:9]([NH2:20])=[N:10][C:11]=2[C:15]1[O:16][CH:17]=[CH:18][CH:19]=1)(=[O:26])[CH3:25], predict the reactants needed to synthesize it. The reactants are: [NH2:1][C:2]1[CH:3]=[C:4]([CH:21]=[CH:22][CH:23]=1)[CH2:5][N:6]1[CH:14]=[N:13][C:12]2[C:7]1=[N:8][C:9]([NH2:20])=[N:10][C:11]=2[C:15]1[O:16][CH:17]=[CH:18][CH:19]=1.[C:24](Cl)(=[O:26])[CH3:25]. (2) Given the product [CH:25]1([CH2:24][N:15]([C:16]2[CH:21]=[CH:20][CH:19]=[C:18]([Cl:22])[C:17]=2[Cl:23])[C:13](=[O:14])[NH:12][C:10]2[S:11][C:7]([S:6][CH2:5][C:4]([OH:30])=[O:3])=[CH:8][N:9]=2)[CH2:29][CH2:28][CH2:27][CH2:26]1, predict the reactants needed to synthesize it. The reactants are: C([O:3][C:4](=[O:30])[CH2:5][S:6][C:7]1[S:11][C:10]([NH:12][C:13]([N:15]([CH2:24][CH:25]2[CH2:29][CH2:28][CH2:27][CH2:26]2)[C:16]2[CH:21]=[CH:20][CH:19]=[C:18]([Cl:22])[C:17]=2[Cl:23])=[O:14])=[N:9][CH:8]=1)C.C1(CN(C2C=CC(S(C)(=O)=O)=CC=2)C(=O)NC2SC=C(CC(O)=O)N=2)CCCC1.C1(CNC2C=CC=C(Cl)C=2Cl)CCCC1.C(OC(=O)CSC1SC(N)=NC=1)C.